This data is from Forward reaction prediction with 1.9M reactions from USPTO patents (1976-2016). The task is: Predict the product of the given reaction. (1) The product is: [CH:27]([NH:30][C:31]1[S:32][CH:33]=[C:34]([C:36]2[CH:45]=[C:44]([O:1][CH2:2][CH2:3][C@@H:4]3[NH:18][C:17](=[O:19])[N:16]([CH3:20])[CH2:15][CH2:14][CH2:13][CH2:12][CH:11]=[CH:10][C@H:9]4[C@@:7]([C:21]([O:23][CH2:24][CH3:25])=[O:22])([CH2:8]4)[NH:6][C:5]3=[O:26])[C:43]3[C:38](=[CH:39][C:40]([O:47][CH3:48])=[CH:41][CH:42]=3)[N:37]=2)[N:35]=1)([CH3:29])[CH3:28]. Given the reactants [OH:1][CH2:2][CH2:3][C@@H:4]1[NH:18][C:17](=[O:19])[N:16]([CH3:20])[CH2:15][CH2:14][CH2:13][CH2:12][CH:11]=[CH:10][C@H:9]2[C@@:7]([C:21]([O:23][CH2:24][CH3:25])=[O:22])([CH2:8]2)[NH:6][C:5]1=[O:26].[CH:27]([NH:30][C:31]1[S:32][CH:33]=[C:34]([C:36]2[CH:45]=[C:44](O)[C:43]3[C:38](=[CH:39][C:40]([O:47][CH3:48])=[CH:41][CH:42]=3)[N:37]=2)[N:35]=1)([CH3:29])[CH3:28].C(C1N=C(C2C=C(OCC[C@@H]3NC(=O)N(C)CCCCC=C[C@H]4[C@@](C(OCC)=O)(C4)NC3=O)C3C(=C(C)C(OC)=CC=3)N=2)SC=1)(C)C, predict the reaction product. (2) The product is: [C:1]([NH:4][C:5]1[S:6][C:7]2[C:18]([OH:19])=[CH:17][CH:16]=[CH:15][C:8]=2[C:9]=1[C:10]([O:12][CH2:13][CH3:14])=[O:11])(=[O:3])[CH3:2]. Given the reactants [C:1]([NH:4][C:5]1[S:6][C:7]2[C:18](=[O:19])[CH:17](Br)[CH2:16][CH2:15][C:8]=2[C:9]=1[C:10]([O:12][CH2:13][CH3:14])=[O:11])(=[O:3])[CH3:2].C(=O)([O-])[O-].[Li+].[Li+], predict the reaction product.